Predict the reactants needed to synthesize the given product. From a dataset of Full USPTO retrosynthesis dataset with 1.9M reactions from patents (1976-2016). (1) Given the product [C:1](=[O:43])([O:14][CH2:15]/[C:16](/[C:33]1[CH:38]=[CH:37][C:36]([S:39]([CH3:42])(=[O:40])=[O:41])=[CH:35][CH:34]=1)=[C:17](/[C:27]1[CH:32]=[CH:31][CH:30]=[CH:29][CH:28]=1)\[CH2:18][OH:19])[O:2][CH2:3][CH:4]([O:10][N+:11]([O-:13])=[O:12])[CH2:5][O:6][N+:7]([O-:9])=[O:8], predict the reactants needed to synthesize it. The reactants are: [C:1](=[O:43])([O:14][CH2:15]/[C:16](/[C:33]1[CH:38]=[CH:37][C:36]([S:39]([CH3:42])(=[O:41])=[O:40])=[CH:35][CH:34]=1)=[C:17](/[C:27]1[CH:32]=[CH:31][CH:30]=[CH:29][CH:28]=1)\[CH2:18][O:19][Si](C(C)(C)C)(C)C)[O:2][CH2:3][CH:4]([O:10][N+:11]([O-:13])=[O:12])[CH2:5][O:6][N+:7]([O-:9])=[O:8]. (2) Given the product [C:1]1([CH:7]([C:9]2[CH:10]=[C:11]([CH:14]=[O:15])[S:12][CH:13]=2)[CH3:8])[CH:6]=[CH:5][CH:4]=[CH:3][CH:2]=1, predict the reactants needed to synthesize it. The reactants are: [C:1]1([CH:7]([C:9]2[CH:10]=[C:11]([CH2:14][OH:15])[S:12][CH:13]=2)[CH3:8])[CH:6]=[CH:5][CH:4]=[CH:3][CH:2]=1.CC(OI1(OC(C)=O)(OC(C)=O)OC(=O)C2C=CC=CC1=2)=O. (3) Given the product [Br:1][C:2]1[CH:7]=[CH:6][C:5]([S:8]([NH:11][C:12]2[CH:13]=[N:14][CH:15]=[C:16]([B:20]3[O:24][C:23]([CH3:26])([CH3:25])[C:22]([CH3:28])([CH3:27])[O:21]3)[CH:17]=2)(=[O:10])=[O:9])=[C:4]([Cl:19])[CH:3]=1, predict the reactants needed to synthesize it. The reactants are: [Br:1][C:2]1[CH:7]=[CH:6][C:5]([S:8]([NH:11][C:12]2[CH:13]=[N:14][CH:15]=[C:16](Br)[CH:17]=2)(=[O:10])=[O:9])=[C:4]([Cl:19])[CH:3]=1.[B:20]1([B:20]2[O:24][C:23]([CH3:26])([CH3:25])[C:22]([CH3:28])([CH3:27])[O:21]2)[O:24][C:23]([CH3:26])([CH3:25])[C:22]([CH3:28])([CH3:27])[O:21]1.C([O-])(=O)C.[K+].